This data is from Reaction yield outcomes from USPTO patents with 853,638 reactions. The task is: Predict the reaction yield, written as a fraction of the theoretical maximum amount of product (1.0 means a 100% yield; for example, 0.34 means a 34% yield). The reactants are [Cl:1][C:2]1[N:3]([CH3:12])[C:4]([Cl:11])=[CH:5][C:6]=1[C:7]([O:9]C)=[O:8].[OH-].[K+]. The catalyst is O.CO. The product is [Cl:1][C:2]1[N:3]([CH3:12])[C:4]([Cl:11])=[CH:5][C:6]=1[C:7]([OH:9])=[O:8]. The yield is 1.00.